Dataset: Full USPTO retrosynthesis dataset with 1.9M reactions from patents (1976-2016). Task: Predict the reactants needed to synthesize the given product. Given the product [OH:9][C:7]1[N:6]=[C:5]([C:11]2[S:12][CH:13]=[C:14]([C:16]([F:19])([F:18])[F:17])[N:15]=2)[NH:4][C:3]([O:2][CH3:1])([OH:20])[CH:8]=1, predict the reactants needed to synthesize it. The reactants are: [CH3:1][O:2][C:3]1([OH:20])[CH:8]=[C:7]([O:9]C)[N:6]=[C:5]([C:11]2[S:12][CH:13]=[C:14]([C:16]([F:19])([F:18])[F:17])[N:15]=2)[NH:4]1.B(Cl)(Cl)Cl.O.C(Cl)Cl.